Dataset: Forward reaction prediction with 1.9M reactions from USPTO patents (1976-2016). Task: Predict the product of the given reaction. (1) Given the reactants [NH2:1][C:2]1([C:6]2[S:7][C:8]([C:11]3[CH:12]=[C:13]([NH:18][C:19]4[N:24]=[C:23]([C:25]([F:28])([F:27])[F:26])[CH:22]=[CH:21][N:20]=4)[CH:14]=[C:15]([CH3:17])[CH:16]=3)=[CH:9][N:10]=2)[CH2:5][CH2:4][CH2:3]1.C(O)(=O)C.[O-:33][C:34]#[N:35].[K+], predict the reaction product. The product is: [CH3:17][C:15]1[CH:16]=[C:11]([C:8]2[S:7][C:6]([C:2]3([NH:1][C:34]([NH2:35])=[O:33])[CH2:3][CH2:4][CH2:5]3)=[N:10][CH:9]=2)[CH:12]=[C:13]([NH:18][C:19]2[N:24]=[C:23]([C:25]([F:27])([F:28])[F:26])[CH:22]=[CH:21][N:20]=2)[CH:14]=1. (2) Given the reactants C(OC(=O)[NH:7][CH:8]1[CH2:12][CH2:11][N:10]([CH:13]2[CH2:17][CH2:16][CH2:15][CH2:14]2)[CH2:9]1)(C)(C)C.[ClH:19], predict the reaction product. The product is: [Cl-:19].[Cl-:19].[NH2:7][CH:8]1[CH2:12][CH2:11][NH+:10]([CH:13]2[CH2:17][CH2:16][CH2:15][CH2:14]2)[CH2:9]1.[NH2:7][CH:8]1[CH2:12][CH2:11][NH+:10]([CH:13]2[CH2:17][CH2:16][CH2:15][CH2:14]2)[CH2:9]1. (3) Given the reactants F[C:2]1[CH:7]=[C:6]([F:8])[CH:5]=[CH:4][C:3]=1[C:9]([C:12]1[CH:17]=[CH:16][C:15]([O:18][CH3:19])=[CH:14][CH:13]=1)=[N:10][OH:11].C(O)(C)C.[OH-].[K+], predict the reaction product. The product is: [F:8][C:6]1[CH:5]=[CH:4][C:3]2[C:9]([C:12]3[CH:17]=[CH:16][C:15]([O:18][CH3:19])=[CH:14][CH:13]=3)=[N:10][O:11][C:2]=2[CH:7]=1. (4) Given the reactants [CH:1]([N:4]1[CH2:9][CH2:8][CH:7]([NH:10][C:11]([C:13]2[NH:17][C:16]3[CH:18]=[CH:19][CH:20]=[C:21]([O:22][CH2:23][CH2:24][O:25][Si:26]([C:29]([CH3:32])([CH3:31])[CH3:30])([CH3:28])[CH3:27])[C:15]=3[N:14]=2)=[O:12])[CH2:6][CH2:5]1)([CH3:3])[CH3:2].Br[CH2:34][C:35]([NH:37][C:38]1[CH:43]=[CH:42][C:41]([Cl:44])=[CH:40][N:39]=1)=[O:36], predict the reaction product. The product is: [CH:1]([N:4]1[CH2:9][CH2:8][CH:7]([NH:10][C:11]([C:13]2[N:17]([CH2:34][C:35](=[O:36])[NH:37][C:38]3[CH:43]=[CH:42][C:41]([Cl:44])=[CH:40][N:39]=3)[C:16]3[CH:18]=[CH:19][CH:20]=[C:21]([O:22][CH2:23][CH2:24][O:25][Si:26]([C:29]([CH3:30])([CH3:32])[CH3:31])([CH3:27])[CH3:28])[C:15]=3[N:14]=2)=[O:12])[CH2:6][CH2:5]1)([CH3:3])[CH3:2]. (5) Given the reactants [CH3:1][N:2]([CH3:20])[S:3]([CH2:6][C:7]1([NH:13]S(C(C)(C)C)=O)[CH2:12][CH2:11][CH2:10][CH2:9][CH2:8]1)(=[O:5])=[O:4].Cl, predict the reaction product. The product is: [NH2:13][C:7]1([CH2:6][S:3]([N:2]([CH3:20])[CH3:1])(=[O:5])=[O:4])[CH2:8][CH2:9][CH2:10][CH2:11][CH2:12]1.